Task: Predict the reaction yield, written as a fraction of the theoretical maximum amount of product (1.0 means a 100% yield; for example, 0.34 means a 34% yield).. Dataset: Reaction yield outcomes from USPTO patents with 853,638 reactions (1) The reactants are C(OC(=O)[NH:7][CH2:8][C:9](=[O:16])[N:10]1[CH2:15][CH2:14][CH2:13][CH2:12][CH2:11]1)(C)(C)C.[ClH:18].CO. The catalyst is O1CCOCC1.O. The product is [NH3:7].[ClH:18].[NH2:7][CH2:8][C:9]([N:10]1[CH2:15][CH2:14][CH2:13][CH2:12][CH2:11]1)=[O:16]. The yield is 0.100. (2) The reactants are [Br:1][C:2]1[NH:6][C:5]([CH3:7])=[C:4]([C:8]([O:10][CH2:11][CH3:12])=[O:9])[CH:3]=1.[H-].[Na+].C1OCCOCCOCCOCCOC1.Cl.[N:31]1[CH:36]=[CH:35][CH:34]=[C:33]([S:37](Cl)(=[O:39])=[O:38])[CH:32]=1.C(=O)([O-])O.[Na+]. The catalyst is O1CCCC1. The product is [Br:1][C:2]1[N:6]([S:37]([C:33]2[CH:32]=[N:31][CH:36]=[CH:35][CH:34]=2)(=[O:39])=[O:38])[C:5]([CH3:7])=[C:4]([C:8]([O:10][CH2:11][CH3:12])=[O:9])[CH:3]=1. The yield is 0.640.